From a dataset of Full USPTO retrosynthesis dataset with 1.9M reactions from patents (1976-2016). Predict the reactants needed to synthesize the given product. (1) Given the product [F:41][C:40]([F:43])([F:42])[C:37]1[CH:38]=[CH:39][C:34]([C:9]2[CH:10]=[C:11]([C@H:15]3[CH2:19][C:18]4([CH2:20][CH2:21][N:22]([C:25]([O:27][C:28]([CH3:30])([CH3:31])[CH3:29])=[O:26])[CH2:23][CH2:24]4)[O:17][CH2:16]3)[CH:12]=[CH:13][CH:14]=2)=[N:35][CH:36]=1, predict the reactants needed to synthesize it. The reactants are: CC1(C)C(C)(C)OB([C:9]2[CH:10]=[C:11]([C@H:15]3[CH2:19][C:18]4([CH2:24][CH2:23][N:22]([C:25]([O:27][C:28]([CH3:31])([CH3:30])[CH3:29])=[O:26])[CH2:21][CH2:20]4)[O:17][CH2:16]3)[CH:12]=[CH:13][CH:14]=2)O1.Br[C:34]1[CH:39]=[CH:38][C:37]([C:40]([F:43])([F:42])[F:41])=[CH:36][N:35]=1.C(=O)([O-])[O-].[Na+].[Na+]. (2) Given the product [C:13](=[O:14])([OH:16])[NH2:1].[NH2:1][C@H:2]([C:10]([OH:12])=[O:11])[CH2:3][C:4]1[CH:9]=[CH:8][CH:7]=[CH:6][CH:5]=1, predict the reactants needed to synthesize it. The reactants are: [NH2:1][C@H:2]([C:10]([OH:12])=[O:11])[CH2:3][C:4]1[CH:9]=[CH:8][CH:7]=[CH:6][CH:5]=1.[C:13]([O-:16])(O)=[O:14].[Na+]. (3) Given the product [C:1]1([S:7]([N:10]2[C:14]3[N:15]=[CH:16][N:17]=[C:18]([N:19]4[CH2:24][CH2:23][NH:22][C:21]([CH3:26])([CH3:25])[CH2:20]4)[C:13]=3[CH:12]=[C:11]2[C:34]2[CH:33]=[CH:32][N:31]=[C:30]([O:29][CH3:28])[CH:35]=2)(=[O:9])=[O:8])[CH:6]=[CH:5][CH:4]=[CH:3][CH:2]=1, predict the reactants needed to synthesize it. The reactants are: [C:1]1([S:7]([N:10]2[C:14]3[N:15]=[CH:16][N:17]=[C:18]([N:19]4[CH2:24][CH2:23][NH:22][C:21]([CH3:26])([CH3:25])[CH2:20]4)[C:13]=3[CH:12]=[C:11]2I)(=[O:9])=[O:8])[CH:6]=[CH:5][CH:4]=[CH:3][CH:2]=1.[CH3:28][O:29][C:30]1[CH:35]=[C:34](B(O)O)[CH:33]=[CH:32][N:31]=1.C([O-])([O-])=O.[K+].[K+]. (4) Given the product [CH3:10][O:11][C:12]1[CH:17]=[C:16]([CH3:18])[C:15]([S:19]([N:22]2[CH2:27][CH2:26][CH2:25][CH2:24][C@H:23]2[CH2:28][O:29][CH2:30][C:31]([N:67]2[CH2:68][CH2:69][CH2:70][C:64]([C:60]3[CH:59]=[N:58][CH:63]=[CH:62][CH:61]=3)([O:71][CH2:72][CH2:73][N:74]3[CH2:78][CH2:77][CH2:76][CH2:75]3)[CH2:65][CH2:66]2)=[O:33])(=[O:21])=[O:20])=[C:14]([CH3:34])[CH:13]=1, predict the reactants needed to synthesize it. The reactants are: CCN(C(C)C)C(C)C.[CH3:10][O:11][C:12]1[CH:17]=[C:16]([CH3:18])[C:15]([S:19]([N:22]2[CH2:27][CH2:26][CH2:25][CH2:24][C@H:23]2[CH2:28][O:29][CH2:30][C:31]([OH:33])=O)(=[O:21])=[O:20])=[C:14]([CH3:34])[CH:13]=1.C1C=CC2N(O)N=NC=2C=1.CCN=C=NCCCN(C)C.Cl.Cl.[N:58]1[CH:63]=[CH:62][CH:61]=[C:60]([C:64]2([O:71][CH2:72][CH2:73][N:74]3[CH2:78][CH2:77][CH2:76][CH2:75]3)[CH2:70][CH2:69][CH2:68][NH:67][CH2:66][CH2:65]2)[CH:59]=1. (5) Given the product [CH2:23]([O:22][C:7]1[CH:8]=[CH:9][C:10]2[C:11]3[N:12]([CH2:13][C:14]([NH:17][S:18]([CH3:21])(=[O:19])=[O:20])([CH3:16])[CH3:15])[C:47]([CH2:48][O:52][CH2:53][CH3:54])=[N:1][C:2]=3[CH:3]=[N:4][C:5]=2[CH:6]=1)[C:24]1[CH:25]=[CH:26][CH:27]=[CH:28][CH:29]=1, predict the reactants needed to synthesize it. The reactants are: [NH2:1][C:2]1[CH:3]=[N:4][C:5]2[C:10]([C:11]=1[NH:12][CH2:13][C:14]([NH:17][S:18]([CH3:21])(=[O:20])=[O:19])([CH3:16])[CH3:15])=[CH:9][CH:8]=[C:7]([O:22][CH2:23][C:24]1[CH:29]=[CH:28][CH:27]=[CH:26][CH:25]=1)[CH:6]=2.C(OC(=O)NCCCCNC1C2C(=[CH:47][C:48]([O:52][CH2:53][C:54]3C=CC=CC=3)=CC=2)N=CC=1N)(C)(C)C.C(OCC(Cl)=O)C.COCCC(Cl)=O. (6) The reactants are: [CH3:1][N:2]1[CH:7]2[CH2:8][CH2:9][CH:3]1[CH2:4][CH:5]([N:10]1[C:18]3[C:13](=[CH:14][C:15]([NH2:19])=[CH:16][CH:17]=3)[CH:12]=[CH:11]1)[CH2:6]2.I.CS[C:23]([C:25]1[S:26][CH:27]=[CH:28][CH:29]=1)=[NH:24]. Given the product [CH3:1][N:2]1[CH:3]2[CH2:9][CH2:8][CH:7]1[CH2:6][CH:5]([N:10]1[C:18]3[C:13](=[CH:14][C:15]([NH:19][C:23]([C:25]4[S:26][CH:27]=[CH:28][CH:29]=4)=[NH:24])=[CH:16][CH:17]=3)[CH:12]=[CH:11]1)[CH2:4]2, predict the reactants needed to synthesize it. (7) The reactants are: [Br:1][C:2]1[CH:3]=[CH:4][C:5]([O:8][C:9]2[CH:16]=[CH:15][C:12]([CH:13]=O)=[CH:11][CH:10]=2)=[N:6][CH:7]=1.[CH2:17]([NH2:22])[CH2:18][CH:19]([CH3:21])[CH3:20].C(O[BH-](OC(=O)C)OC(=O)C)(=O)C.[Na+]. Given the product [Br:1][C:2]1[CH:3]=[CH:4][C:5]([O:8][C:9]2[CH:16]=[CH:15][C:12]([CH2:13][NH:22][CH2:17][CH2:18][CH:19]([CH3:21])[CH3:20])=[CH:11][CH:10]=2)=[N:6][CH:7]=1, predict the reactants needed to synthesize it. (8) Given the product [CH:1]1([CH2:6][CH:7]([N:11]2[C:19]3[C:14](=[CH:15][C:16]([CH3:20])=[CH:17][CH:18]=3)[CH2:13][C:12]2=[O:22])[C:8]([OH:10])=[O:9])[CH2:5][CH2:4][CH2:3][CH2:2]1, predict the reactants needed to synthesize it. The reactants are: [CH:1]1([CH2:6][CH:7]([N:11]2[C:19]3[C:14](=[CH:15][C:16]([CH3:20])=[CH:17][CH:18]=3)[C:13](=O)[C:12]2=[O:22])[C:8]([OH:10])=[O:9])[CH2:5][CH2:4][CH2:3][CH2:2]1.O.NN. (9) Given the product [CH2:28]([C:26]1[N:25]=[CH:24][N:23]=[C:22]([C:17]2[CH2:18][CH2:19][CH2:20][O:21][C:16]=2[C:15]2[C:6]([NH2:5])=[N:7][C:8]3[C:13]([CH:14]=2)=[CH:12][C:11]([C:33]2[CH:34]=[CH:39][CH:38]=[CH:37][C:36]=2[CH3:35])=[CH:10][CH:9]=3)[CH:27]=1)[C:29]([CH3:30])([CH3:31])[CH3:32], predict the reactants needed to synthesize it. The reactants are: C([NH:5][C:6]1[C:15]([C:16]2[O:21][CH2:20][CH2:19][CH2:18][C:17]=2[C:22]2[CH:27]=[C:26]([CH2:28][C:29]([CH3:32])([CH3:31])[CH3:30])[N:25]=[CH:24][N:23]=2)=[CH:14][C:13]2[C:8](=[CH:9][CH:10]=[C:11]([CH2:33][C:34]3[CH:39]=[CH:38][CH:37]=[CH:36][CH:35]=3)[CH:12]=2)[N:7]=1)(C)(C)C.C(O)(C(F)(F)F)=O. (10) Given the product [NH2:21][CH2:22][CH2:23][CH2:24][N:9]1[C:10]2[C:5](=[C:4]([F:3])[CH:13]=[CH:12][CH:11]=2)[NH:6][CH2:7][C:8]1=[O:14], predict the reactants needed to synthesize it. The reactants are: [H-].[Na+].[F:3][C:4]1[CH:13]=[CH:12][CH:11]=[C:10]2[C:5]=1[NH:6][CH2:7][C:8](=[O:14])[NH:9]2.C(OC(=O)[NH:21][CH2:22][CH2:23][CH2:24]Br)(C)(C)C.[I-].[Na+].